Task: Predict the reactants needed to synthesize the given product.. Dataset: Full USPTO retrosynthesis dataset with 1.9M reactions from patents (1976-2016) (1) Given the product [CH3:28][N:23]1[C:22]([C:20](=[O:21])[NH:19][CH3:18])=[C:26]([NH:27][C:8]([C:6]2[C:5]([NH:11][C:12]3[CH:13]=[N:14][CH:15]=[N:16][CH:17]=3)=[CH:4][CH:3]=[C:2]([Cl:1])[N:7]=2)=[O:10])[CH:25]=[N:24]1, predict the reactants needed to synthesize it. The reactants are: [Cl:1][C:2]1[N:7]=[C:6]([C:8]([OH:10])=O)[C:5]([NH:11][C:12]2[CH:13]=[N:14][CH:15]=[N:16][CH:17]=2)=[CH:4][CH:3]=1.[CH3:18][NH:19][C:20]([C:22]1[N:23]([CH3:28])[N:24]=[CH:25][C:26]=1[NH2:27])=[O:21]. (2) Given the product [Cl:1][C:2]1[N:7]=[C:6]([N:25]2[CH2:26][CH2:27][CH2:24][CH2:23]2)[C:5]([C:9]([NH:11][CH2:12][C:13]2[CH:18]=[CH:17][C:16]([C:19]([F:22])([F:21])[F:20])=[CH:15][CH:14]=2)=[O:10])=[CH:4][N:3]=1, predict the reactants needed to synthesize it. The reactants are: [Cl:1][C:2]1[N:7]=[C:6](Cl)[C:5]([C:9]([NH:11][CH2:12][C:13]2[CH:18]=[CH:17][C:16]([C:19]([F:22])([F:21])[F:20])=[CH:15][CH:14]=2)=[O:10])=[CH:4][N:3]=1.[CH2:23]([N:25](CC)[CH2:26][CH3:27])[CH3:24]. (3) The reactants are: [C:1]([O:5][C:6]([NH:8][CH2:9][C:10]1[CH:11]=[C:12]([CH:16]=[C:17]([Cl:20])[C:18]=1[F:19])[C:13]([OH:15])=O)=[O:7])([CH3:4])([CH3:3])[CH3:2].CN(C(ON1N=NC2C=CC=NC1=2)=[N+](C)C)C.F[P-](F)(F)(F)(F)F.[CH3:45][N:46]1[CH2:51][CH2:50][NH:49][CH2:48][CH2:47]1.CCN(C(C)C)C(C)C. Given the product [C:1]([O:5][C:6](=[O:7])[NH:8][CH2:9][C:10]1[CH:11]=[C:12]([C:13]([N:49]2[CH2:50][CH2:51][N:46]([CH3:45])[CH2:47][CH2:48]2)=[O:15])[CH:16]=[C:17]([Cl:20])[C:18]=1[F:19])([CH3:2])([CH3:3])[CH3:4], predict the reactants needed to synthesize it. (4) The reactants are: [C:1]([O:5][C:6]([N:8]1[CH2:14][CH2:13][C:12]2[C:15]([S:20]C(=O)N(C)C)=[C:16]([Cl:19])[CH:17]=[CH:18][C:11]=2[CH2:10][CH2:9]1)=[O:7])([CH3:4])([CH3:3])[CH3:2].[OH-].[K+].[Cl-].[NH4+]. Given the product [C:1]([O:5][C:6]([N:8]1[CH2:14][CH2:13][C:12]2[C:15]([SH:20])=[C:16]([Cl:19])[CH:17]=[CH:18][C:11]=2[CH2:10][CH2:9]1)=[O:7])([CH3:4])([CH3:2])[CH3:3], predict the reactants needed to synthesize it. (5) The reactants are: Br[CH2:2][C:3]1[N:4]([C:25]2[CH:30]=[CH:29][CH:28]=[C:27]([C:31]([F:34])([F:33])[F:32])[CH:26]=2)[C:5]2[N:6]([N:22]=[N:23][N:24]=2)[CH:7]([C:14]2[CH:19]=[CH:18][C:17]([C:20]#[N:21])=[CH:16][CH:15]=2)[C:8]=1[C:9](OCC)=[O:10].[CH3:35][O:36][CH2:37][CH2:38][NH2:39]. Given the product [CH3:35][O:36][CH2:37][CH2:38][N:39]1[C:9](=[O:10])[C:8]2[CH:7]([C:14]3[CH:19]=[CH:18][C:17]([C:20]#[N:21])=[CH:16][CH:15]=3)[N:6]3[N:22]=[N:23][N:24]=[C:5]3[N:4]([C:25]3[CH:30]=[CH:29][CH:28]=[C:27]([C:31]([F:33])([F:34])[F:32])[CH:26]=3)[C:3]=2[CH2:2]1, predict the reactants needed to synthesize it.